From a dataset of Peptide-MHC class I binding affinity with 185,985 pairs from IEDB/IMGT. Regression. Given a peptide amino acid sequence and an MHC pseudo amino acid sequence, predict their binding affinity value. This is MHC class I binding data. The peptide sequence is IFWLKKRGLM. The binding affinity (normalized) is 0.179. The MHC is Mamu-B17 with pseudo-sequence Mamu-B17.